From a dataset of NCI-60 drug combinations with 297,098 pairs across 59 cell lines. Regression. Given two drug SMILES strings and cell line genomic features, predict the synergy score measuring deviation from expected non-interaction effect. (1) Drug 2: C1=NC2=C(N1)C(=S)N=CN2. Drug 1: CC1=C2C(C(=O)C3(C(CC4C(C3C(C(C2(C)C)(CC1OC(=O)C(C(C5=CC=CC=C5)NC(=O)OC(C)(C)C)O)O)OC(=O)C6=CC=CC=C6)(CO4)OC(=O)C)O)C)O. Synergy scores: CSS=55.3, Synergy_ZIP=1.37, Synergy_Bliss=1.89, Synergy_Loewe=-22.0, Synergy_HSA=-2.91. Cell line: NCI-H522. (2) Drug 1: CS(=O)(=O)C1=CC(=C(C=C1)C(=O)NC2=CC(=C(C=C2)Cl)C3=CC=CC=N3)Cl. Drug 2: CC12CCC3C(C1CCC2O)C(CC4=C3C=CC(=C4)O)CCCCCCCCCS(=O)CCCC(C(F)(F)F)(F)F. Cell line: CAKI-1. Synergy scores: CSS=-5.05, Synergy_ZIP=-0.213, Synergy_Bliss=-5.62, Synergy_Loewe=-2.99, Synergy_HSA=-4.26. (3) Drug 1: C1CCC(C1)C(CC#N)N2C=C(C=N2)C3=C4C=CNC4=NC=N3. Drug 2: C1=CC(=CC=C1CCC2=CNC3=C2C(=O)NC(=N3)N)C(=O)NC(CCC(=O)O)C(=O)O. Cell line: HCT116. Synergy scores: CSS=30.7, Synergy_ZIP=0.382, Synergy_Bliss=-3.57, Synergy_Loewe=-16.2, Synergy_HSA=-4.61. (4) Synergy scores: CSS=-2.73, Synergy_ZIP=1.08, Synergy_Bliss=0.731, Synergy_Loewe=0.661, Synergy_HSA=-2.31. Drug 1: C1=NC2=C(N=C(N=C2N1C3C(C(C(O3)CO)O)F)Cl)N. Drug 2: CC(C)(C#N)C1=CC(=CC(=C1)CN2C=NC=N2)C(C)(C)C#N. Cell line: DU-145.